This data is from Full USPTO retrosynthesis dataset with 1.9M reactions from patents (1976-2016). The task is: Predict the reactants needed to synthesize the given product. (1) Given the product [CH3:1][C:2]1[N:7]=[C:6]2[S:8][C:9]3[CH2:14][CH2:13][CH2:12][CH2:11][C:10]=3[C:5]2=[C:4]([C:15]2[C:24]3[C:19]4=[C:20]([CH2:25][CH2:26][O:27][C:18]4=[CH:17][CH:16]=2)[CH:21]=[CH:22][N:23]=3)[C:3]=1[CH:28]([O:33][C:34]([CH3:37])([CH3:36])[CH3:35])[C:29]([OH:31])=[O:30], predict the reactants needed to synthesize it. The reactants are: [CH3:1][C:2]1[N:7]=[C:6]2[S:8][C:9]3[CH2:14][CH2:13][CH2:12][CH2:11][C:10]=3[C:5]2=[C:4]([C:15]2[C:24]3[C:19]4=[C:20]([CH2:25][CH2:26][O:27][C:18]4=[CH:17][CH:16]=2)[CH:21]=[CH:22][N:23]=3)[C:3]=1[CH:28]([O:33][C:34]([CH3:37])([CH3:36])[CH3:35])[C:29]([O:31]C)=[O:30].[OH-].[Na+]. (2) Given the product [NH2:22][CH2:5][CH:6]1[CH2:11][CH2:10][N:9]([C:12]([O:14][CH2:15][C:16]2[CH:17]=[CH:18][CH:19]=[CH:20][CH:21]=2)=[O:13])[CH2:8][CH2:7]1, predict the reactants needed to synthesize it. The reactants are: FC(F)(F)C([CH:5]([NH2:22])[CH:6]1[CH2:11][CH2:10][N:9]([C:12]([O:14][CH2:15][C:16]2[CH:21]=[CH:20][CH:19]=[CH:18][CH:17]=2)=[O:13])[CH2:8][CH2:7]1)=O.[OH-].[Na+]. (3) The reactants are: [NH2:1][C:2]1[N:6]([CH3:7])[C:5](Br)=[N:4][C:3]=1[C:9]([NH2:11])=[O:10].[Li+].[Br-].CC(C)([O-])C.[K+].[Cl:20][C:21]1[C:29]2[S:28][C:27]([SH:30])=[N:26][C:25]=2[CH:24]=[CH:23][CH:22]=1. Given the product [NH2:1][C:2]1[N:6]([CH3:7])[C:5]([S:30][C:27]2[S:28][C:29]3[C:21]([Cl:20])=[CH:22][CH:23]=[CH:24][C:25]=3[N:26]=2)=[N:4][C:3]=1[C:9]([NH2:11])=[O:10], predict the reactants needed to synthesize it. (4) Given the product [CH3:10][C:8]1([CH3:11])[O:7][CH2:6][C:5]2[S:12][C:2]([NH:1][C:27]([NH:26][C:20]3[CH:25]=[CH:24][CH:23]=[CH:22][CH:21]=3)=[S:28])=[C:3]([C:13]([O:15][C:16]([CH3:19])([CH3:18])[CH3:17])=[O:14])[C:4]=2[CH2:9]1, predict the reactants needed to synthesize it. The reactants are: [NH2:1][C:2]1[S:12][C:5]2[CH2:6][O:7][C:8]([CH3:11])([CH3:10])[CH2:9][C:4]=2[C:3]=1[C:13]([O:15][C:16]([CH3:19])([CH3:18])[CH3:17])=[O:14].[C:20]1([N:26]=[C:27]=[S:28])[CH:25]=[CH:24][CH:23]=[CH:22][CH:21]=1. (5) Given the product [C:1]([O:5][C:6]([NH:7][C@H:8]([C:18](=[O:20])[NH2:19])[CH2:9][C:10]1[CH:15]=[CH:14][C:13]([O:16][C:28](=[O:29])[C:25]2[CH:26]=[CH:27][C:22]([CH3:31])=[CH:23][CH:24]=2)=[C:12]([O:17][C:28](=[O:29])[C:25]2[CH:26]=[CH:27][C:37]([CH3:38])=[CH:23][CH:24]=2)[CH:11]=1)=[O:21])([CH3:4])([CH3:2])[CH3:3], predict the reactants needed to synthesize it. The reactants are: [C:1]([O:5][C:6](=[O:21])[NH:7][C@H:8]([C:18](=[O:20])[NH2:19])[CH2:9][C:10]1[CH:15]=[CH:14][C:13]([OH:16])=[C:12]([OH:17])[CH:11]=1)([CH3:4])([CH3:3])[CH3:2].[C:22]1([CH3:31])[CH:27]=[CH:26][C:25]([C:28](Cl)=[O:29])=[CH:24][CH:23]=1.C(N([CH2:37][CH3:38])CC)C. (6) Given the product [NH2:18][C:2]1[CH:3]=[N:4][CH:5]=[C:6]([CH:10]=1)[C:7]([OH:9])=[O:8], predict the reactants needed to synthesize it. The reactants are: Br[C:2]1[CH:3]=[N:4][CH:5]=[C:6]([CH:10]=1)[C:7]([OH:9])=[O:8].S([O-])([O-])=O.[Na+].[Na+].[OH-].[NH4+:18]. (7) Given the product [OH:28][C:26]1[C:12]2[C:13](=[O:14])[N:8]([CH2:7][C:6]3[CH:17]=[CH:18][C:3]([O:2][CH3:1])=[CH:4][CH:5]=3)[CH:9]=[N:10][C:11]=2[N:15]([CH3:16])[C:21](=[O:23])[C:20]=1[CH3:19], predict the reactants needed to synthesize it. The reactants are: [CH3:1][O:2][C:3]1[CH:18]=[CH:17][C:6]([CH2:7][N:8]2[C:13](=[O:14])[CH:12]=[C:11]([NH:15][CH3:16])[N:10]=[CH:9]2)=[CH:5][CH:4]=1.[CH3:19][CH:20]([C:26]([O:28]CC)=O)[C:21]([O:23]CC)=O.